Dataset: Forward reaction prediction with 1.9M reactions from USPTO patents (1976-2016). Task: Predict the product of the given reaction. (1) Given the reactants [S:1]1[C:9]2[CH2:8][CH2:7][O:6][CH:5]([CH2:10][NH:11][C:12](=[O:18])[O:13][C:14]([CH3:17])([CH3:16])[CH3:15])[C:4]=2[CH:3]=[CH:2]1.C1C(=O)N([I:26])C(=O)C1.CC(O)=O.C(N(CC)CC)C, predict the reaction product. The product is: [I:26][C:2]1[S:1][C:9]2[CH2:8][CH2:7][O:6][CH:5]([CH2:10][NH:11][C:12](=[O:18])[O:13][C:14]([CH3:15])([CH3:17])[CH3:16])[C:4]=2[CH:3]=1. (2) The product is: [CH:18]1([N:7]([CH:1]2[CH2:6][CH2:5][CH2:4][CH2:3][CH2:2]2)[C:8]([NH:10][C:11]2[S:12][CH:13]=[C:14]([CH:16]=[O:17])[N:15]=2)=[O:9])[CH2:19][CH2:20][CH2:21][CH2:22][CH2:23]1. Given the reactants [CH:1]1([N:7]([CH:18]2[CH2:23][CH2:22][CH2:21][CH2:20][CH2:19]2)[C:8]([NH:10][C:11]2[S:12][CH:13]=[C:14]([CH2:16][OH:17])[N:15]=2)=[O:9])[CH2:6][CH2:5][CH2:4][CH2:3][CH2:2]1.C1C=CN=CC=1.O=S(=O)=O.C(N(CC)CC)C, predict the reaction product. (3) Given the reactants C([O:3][C:4]([C:6]1[N:7]=[C:8]([CH2:18][CH2:19][O:20][CH3:21])[S:9][C:10]=1[NH:11][C:12]1[CH:13]=[N:14][CH:15]=[CH:16][CH:17]=1)=[O:5])C.[OH-].[K+], predict the reaction product. The product is: [CH3:21][O:20][CH2:19][CH2:18][C:8]1[S:9][C:10]([NH:11][C:12]2[CH:13]=[N:14][CH:15]=[CH:16][CH:17]=2)=[C:6]([C:4]([OH:5])=[O:3])[N:7]=1. (4) Given the reactants [F:1][C:2]1[CH:7]=[C:6]([N+:8]([O-:10])=[O:9])[CH:5]=[CH:4][C:3]=1[N:11]1[CH2:16][CH2:15][NH:14][CH2:13][CH2:12]1.Br[CH2:18][CH2:19][F:20].C(=O)([O-])[O-].[Na+].[Na+], predict the reaction product. The product is: [F:20][CH2:19][CH2:18][N:14]1[CH2:15][CH2:16][N:11]([C:3]2[CH:4]=[CH:5][C:6]([N+:8]([O-:10])=[O:9])=[CH:7][C:2]=2[F:1])[CH2:12][CH2:13]1. (5) Given the reactants [C:9](O[C:9]([O:11][C:12]([CH3:15])([CH3:14])[CH3:13])=[O:10])([O:11][C:12]([CH3:15])([CH3:14])[CH3:13])=[O:10].[CH2:16]([N:23]([CH:25]([C:31]([O:33][CH2:34][CH3:35])=[O:32])[C:26]([O:28][CH2:29][CH3:30])=[O:27])C)C1C=CC=CC=1.[H][H], predict the reaction product. The product is: [C:12]([O:11][C:9]([N:23]([CH:25]([C:26]([O:28][CH2:29][CH3:30])=[O:27])[C:31]([O:33][CH2:34][CH3:35])=[O:32])[CH3:16])=[O:10])([CH3:13])([CH3:14])[CH3:15]. (6) Given the reactants [CH2:1]([C:6]([C:23]1[CH:28]=[CH:27][CH:26]=[CH:25][CH:24]=1)([CH2:18][CH2:19][CH:20]([CH3:22])[CH3:21])[C:7]([CH:9]([C:14]([O:16]C)=O)[C:10]([O:12][CH3:13])=[O:11])=[O:8])[CH2:2][CH:3]([CH3:5])[CH3:4].C1(C(CCC)(CCC)C(C(C(OCC)=O)C(OCC)=O)=O)C=CC=CC=1, predict the reaction product. The product is: [OH:16][C:14]1[C:28]2[C:23](=[CH:24][CH:25]=[CH:26][CH:27]=2)[C:6]([CH2:18][CH2:19][CH:20]([CH3:21])[CH3:22])([CH2:1][CH2:2][CH:3]([CH3:5])[CH3:4])[C:7](=[O:8])[C:9]=1[C:10]([O:12][CH3:13])=[O:11]. (7) Given the reactants [CH:1]1([O:6][C:7]2[C:8]([O:30][CH3:31])=[CH:9][CH:10]=[C:11]3[C:16]=2[N:15]([CH2:17][CH:18]=O)[C:14](=[O:20])[CH:13]=[C:12]3[NH:21][C:22]2[C:27]([Cl:28])=[CH:26][N:25]=[CH:24][C:23]=2[Cl:29])[CH2:5][CH2:4][CH2:3][CH2:2]1.Cl.[CH3:33][NH:34][CH3:35].C(N(CC)CC)C.[BH4-].[Na+].N, predict the reaction product. The product is: [CH:1]1([O:6][C:7]2[C:8]([O:30][CH3:31])=[CH:9][CH:10]=[C:11]3[C:16]=2[N:15]([CH2:17][CH2:18][N:34]([CH3:35])[CH3:33])[C:14](=[O:20])[CH:13]=[C:12]3[NH:21][C:22]2[C:23]([Cl:29])=[CH:24][N:25]=[CH:26][C:27]=2[Cl:28])[CH2:5][CH2:4][CH2:3][CH2:2]1.